Dataset: Experimentally validated miRNA-target interactions with 360,000+ pairs, plus equal number of negative samples. Task: Binary Classification. Given a miRNA mature sequence and a target amino acid sequence, predict their likelihood of interaction. (1) The miRNA is hsa-miR-5704 with sequence UUAGGCCAUCAUCCCAUUAUGC. The protein sequence of the target gene is MTTSQKHRDFVAEPMGEKPVGSLAGIGEVLGKKLEERGFDKAYVVLGQFLVLKKDEDLFREWLKDTCGANAKQSRDCFGCLREWCDAFL. Result: 0 (no interaction). (2) The miRNA is hsa-miR-18a-5p with sequence UAAGGUGCAUCUAGUGCAGAUAG. The protein sequence of the target gene is MGGCVGAQHDSSGSLNENSEGTGVALGRNQPLKKEKPKWKSDYPMTDGQLRSKRDEFWDTAPAFEGRKEIWDALKAAAHAFESNDHELAQAIIDGANITLPHGALTECYDELGNRYQLPVYCLAPPINMIEEKSDIETLDIPEPPPNSGYECQLRLRLSTGKDLKLVVRSTDTVFHMKRRLHAAEGVEPGSQRWFFSGRPLTDKMKFEELKIPKDYVVQVIVSQPVQNPTPVEN. Result: 1 (interaction).